This data is from Full USPTO retrosynthesis dataset with 1.9M reactions from patents (1976-2016). The task is: Predict the reactants needed to synthesize the given product. The reactants are: C(O)C.O1CCCC1.[OH-].[Na+].[Cl:11][C:12]1[CH:13]=[C:14]([CH:21]=[C:22]([F:28])[C:23]=1[O:24][CH2:25][C:26]#[CH:27])[C:15]([O:17]CC#C)=[O:16]. Given the product [Cl:11][C:12]1[CH:13]=[C:14]([CH:21]=[C:22]([F:28])[C:23]=1[O:24][CH2:25][C:26]#[CH:27])[C:15]([OH:17])=[O:16], predict the reactants needed to synthesize it.